Dataset: Catalyst prediction with 721,799 reactions and 888 catalyst types from USPTO. Task: Predict which catalyst facilitates the given reaction. (1) Reactant: [CH3:1][O:2][C:3]1[CH:14]=[CH:13][C:6]2[C:7]([CH2:10][CH2:11]O)=[CH:8][O:9][C:5]=2[CH:4]=1.C1(P(C2C=CC=CC=2)C2C=CC=CC=2)C=CC=CC=1.[I:34]I.N1C=CN=C1. Product: [CH3:1][O:2][C:3]1[CH:14]=[CH:13][C:6]2[C:7]([CH2:10][CH2:11][I:34])=[CH:8][O:9][C:5]=2[CH:4]=1. The catalyst class is: 1. (2) Reactant: [F:1][C:2]1[CH:7]=[CH:6][C:5]([C:8]2[N:9]=[C:10]3[N:14]([C:15]=2[C:16]2[CH:21]=[CH:20][N:19]=[C:18]([NH:22][C@@H:23]4[CH2:28][CH2:27][CH2:26][N:25](C(OC(C)(C)C)=O)[CH2:24]4)[N:17]=2)[CH:13]=[CH:12][S:11]3)=[CH:4][C:3]=1[O:36][CH3:37].[ClH:38]. Product: [ClH:38].[F:1][C:2]1[CH:7]=[CH:6][C:5]([C:8]2[N:9]=[C:10]3[N:14]([C:15]=2[C:16]2[CH:21]=[CH:20][N:19]=[C:18]([NH:22][C@@H:23]4[CH2:28][CH2:27][CH2:26][NH:25][CH2:24]4)[N:17]=2)[CH:13]=[CH:12][S:11]3)=[CH:4][C:3]=1[O:36][CH3:37]. The catalyst class is: 440.